This data is from Full USPTO retrosynthesis dataset with 1.9M reactions from patents (1976-2016). The task is: Predict the reactants needed to synthesize the given product. (1) Given the product [CH2:38]([N:41]1[CH:2]([C:22]2[CH:23]=[C:24]3[C:29](=[CH:30][CH:31]=2)[C:28](=[O:32])[O:27][C@H:26]([CH3:33])[CH2:25]3)[CH2:3][N:4]2[CH2:9][CH2:8][N:7]([C:10]([O:12][CH2:13][C:14]3[CH:19]=[CH:18][CH:17]=[CH:16][CH:15]=3)=[O:11])[CH2:6][C@H:5]2[CH2:20]1)[CH:39]=[CH2:40], predict the reactants needed to synthesize it. The reactants are: O[CH:2]([C:22]1[CH:23]=[C:24]2[C:29](=[CH:30][CH:31]=1)[C:28](=[O:32])[O:27][C@H:26]([CH3:33])[CH2:25]2)[CH2:3][N:4]1[CH2:9][CH2:8][N:7]([C:10]([O:12][CH2:13][C:14]2[CH:19]=[CH:18][CH:17]=[CH:16][CH:15]=2)=[O:11])[CH2:6][C@H:5]1[CH2:20]O.S(Cl)(Cl)=O.[CH2:38]([NH2:41])[CH:39]=[CH2:40].[I-].[Na+]. (2) Given the product [Cl:1][C:2]1[CH:3]=[C:4]([CH2:19][N:20]2[C:24]([CH3:25])=[CH:23][C:22]([C:26]([OH:28])=[O:27])=[N:21]2)[C:5]2[O:9][C:8]([C:10]3[CH:15]=[CH:14][C:13]([Cl:16])=[CH:12][C:11]=3[Cl:17])=[CH:7][C:6]=2[CH:18]=1, predict the reactants needed to synthesize it. The reactants are: [Cl:1][C:2]1[CH:3]=[C:4]([CH2:19][N:20]2[C:24]([CH3:25])=[CH:23][C:22]([C:26]([O:28]CC)=[O:27])=[N:21]2)[C:5]2[O:9][C:8]([C:10]3[CH:15]=[CH:14][C:13]([Cl:16])=[CH:12][C:11]=3[Cl:17])=[CH:7][C:6]=2[CH:18]=1.[OH-].[Na+]. (3) Given the product [Cl:1][C:2]1[CH:7]=[C:6]([N:8]([NH:37][C:38]#[N:39])[CH2:9][S:10][CH3:41])[CH:5]=[C:4]([C:11]([F:12])([F:13])[F:14])[C:3]=1[C:15]1[CH:16]=[CH:17][C:18]([S:21]([N:24]2[CH2:29][CH2:28][N:27]([C:30]([O:32][C:33]([CH3:36])([CH3:35])[CH3:34])=[O:31])[CH2:26][CH2:25]2)(=[O:23])=[O:22])=[CH:19][CH:20]=1, predict the reactants needed to synthesize it. The reactants are: [Cl:1][C:2]1[CH:7]=[C:6]([N:8]=[C:9]=[S:10])[CH:5]=[C:4]([C:11]([F:14])([F:13])[F:12])[C:3]=1[C:15]1[CH:20]=[CH:19][C:18]([S:21]([N:24]2[CH2:29][CH2:28][N:27]([C:30]([O:32][C:33]([CH3:36])([CH3:35])[CH3:34])=[O:31])[CH2:26][CH2:25]2)(=[O:23])=[O:22])=[CH:17][CH:16]=1.[N:37]#[C:38][NH2:39].[Na].[CH3:41]I. (4) Given the product [F:1][C:2]1[CH:7]=[CH:6][C:5]([O:8][C@@H:14]([CH3:19])[C:15]([O:17][CH3:18])=[O:16])=[CH:4][C:3]=1[CH2:9][CH2:10][CH2:11][OH:12], predict the reactants needed to synthesize it. The reactants are: [F:1][C:2]1[CH:7]=[CH:6][C:5]([OH:8])=[CH:4][C:3]=1[CH2:9][CH2:10][CH2:11][OH:12].Cl[C@H:14]([CH3:19])[C:15]([O:17][CH3:18])=[O:16].C([O-])([O-])=O.[Cs+].[Cs+]. (5) The reactants are: Br[C:2]1[CH:7]=[CH:6][C:5]([N+:8]([O-:10])=[O:9])=[CH:4][N:3]=1.[NH2:11][C:12]1[CH:17]=[CH:16][CH:15]=[CH:14][CH:13]=1.C1(P(C2C=CC=CC=2)CCCP(C2C=CC=CC=2)C2C=CC=CC=2)C=CC=CC=1.CC(C)([O-])C.[Na+]. Given the product [N+:8]([C:5]1[CH:6]=[CH:7][C:2]([NH:11][C:12]2[CH:17]=[CH:16][CH:15]=[CH:14][CH:13]=2)=[N:3][CH:4]=1)([O-:10])=[O:9], predict the reactants needed to synthesize it. (6) The reactants are: [CH3:1][O:2][C:3](=[O:12])[C:4]1[CH:9]=[C:8](I)[CH:7]=[C:6]([Br:11])[CH:5]=1.[NH:13]1[CH2:17][CH2:16][CH2:15][C:14]1=[O:18].C([O-])([O-])=O.[Cs+].[Cs+]. Given the product [CH3:1][O:2][C:3](=[O:12])[C:4]1[CH:9]=[C:8]([N:13]2[CH2:17][CH2:16][CH2:15][C:14]2=[O:18])[CH:7]=[C:6]([Br:11])[CH:5]=1, predict the reactants needed to synthesize it. (7) Given the product [C:3]([O:5][CH2:6][CH2:7][O:17][C:14]1[CH:15]=[CH:16][C:11]([N+:8]([O-:10])=[O:9])=[C:12]([C:18]([F:19])([F:20])[F:21])[CH:13]=1)(=[O:4])[CH3:2], predict the reactants needed to synthesize it. The reactants are: Br[CH2:2][C:3]([O:5][CH2:6][CH3:7])=[O:4].[N+:8]([C:11]1[CH:16]=[CH:15][C:14]([OH:17])=[CH:13][C:12]=1[C:18]([F:21])([F:20])[F:19])([O-:10])=[O:9].C(=O)([O-])[O-].[K+].[K+].Cl.